Dataset: Full USPTO retrosynthesis dataset with 1.9M reactions from patents (1976-2016). Task: Predict the reactants needed to synthesize the given product. (1) Given the product [CH2:12]([O:11][C:3]1[CH:4]=[C:5]([N+:8]([O-:10])=[O:9])[CH:6]=[CH:7][C:2]=1[I:1])[C:13]1[CH:18]=[CH:17][CH:16]=[CH:15][CH:14]=1, predict the reactants needed to synthesize it. The reactants are: [I:1][C:2]1[CH:7]=[CH:6][C:5]([N+:8]([O-:10])=[O:9])=[CH:4][C:3]=1[OH:11].[CH2:12](Br)[C:13]1[CH:18]=[CH:17][CH:16]=[CH:15][CH:14]=1. (2) Given the product [NH2:14][C:11]1[CH:12]=[CH:13][C:3]([O:2][CH3:1])=[C:4]([CH:10]=1)[C:5]([O:7][CH2:8][CH3:9])=[O:6], predict the reactants needed to synthesize it. The reactants are: [CH3:1][O:2][C:3]1[CH:13]=[CH:12][C:11]([N+:14]([O-])=O)=[CH:10][C:4]=1[C:5]([O:7][CH2:8][CH3:9])=[O:6].[H][H].